From a dataset of Forward reaction prediction with 1.9M reactions from USPTO patents (1976-2016). Predict the product of the given reaction. (1) Given the reactants [Cl:1][C:2]1[CH:3]=[C:4]([C@@H:12]([CH2:24][CH:25]2[CH2:29][CH2:28][CH2:27][CH2:26]2)[C:13]([NH:15][C:16]2[CH:21]=[N:20][C:19]([CH2:22]O)=[CH:18][N:17]=2)=[O:14])[CH:5]=[CH:6][C:7]=1[S:8]([CH3:11])(=[O:10])=[O:9].C1(P(C2C=CC=CC=2)C2C=CC=CC=2)C=CC=CC=1.C(Br)(Br)(Br)[Br:50], predict the reaction product. The product is: [Br:50][CH2:22][C:19]1[N:20]=[CH:21][C:16]([NH:15][C:13](=[O:14])[C@@H:12]([C:4]2[CH:5]=[CH:6][C:7]([S:8]([CH3:11])(=[O:10])=[O:9])=[C:2]([Cl:1])[CH:3]=2)[CH2:24][CH:25]2[CH2:29][CH2:28][CH2:27][CH2:26]2)=[N:17][CH:18]=1. (2) Given the reactants [Si:1]([O:8][C@H:9]1[CH2:32][CH2:31][C@@:30]2([CH3:33])[C@@H:11]([CH2:12][CH2:13][C:14]3[C:15]4[C@:26]([CH3:34])([CH2:27][CH2:28][C:29]=32)[C@@H:18]([C@H:19]([CH3:25])[CH2:20][CH2:21][C:22]([OH:24])=O)[CH2:17][CH:16]=4)[C:10]1([CH3:36])[CH3:35])([C:4]([CH3:7])([CH3:6])[CH3:5])([CH3:3])[CH3:2].CN1CCOCC1.[NH2:44][C:45]1[CH:50]=[CH:49][CH:48]=[CH:47][CH:46]=1, predict the reaction product. The product is: [C:45]1([NH:44][C:22](=[O:24])[CH2:21][CH2:20][C@H:19]([C@@H:18]2[C@:26]3([CH3:34])[C:15]([C:14]4[CH2:13][CH2:12][C@@H:11]5[C@:30]([C:29]=4[CH2:28][CH2:27]3)([CH3:33])[CH2:31][CH2:32][C@H:9]([O:8][Si:1]([C:4]([CH3:5])([CH3:6])[CH3:7])([CH3:3])[CH3:2])[C:10]5([CH3:36])[CH3:35])=[CH:16][CH2:17]2)[CH3:25])[CH:50]=[CH:49][CH:48]=[CH:47][CH:46]=1.